Dataset: Forward reaction prediction with 1.9M reactions from USPTO patents (1976-2016). Task: Predict the product of the given reaction. (1) The product is: [Si:5]([O:6][CH2:7][CH2:8][CH2:9][C:10]1[S:11][C:12]([CH:24]=[O:25])=[CH:13][CH:14]=1)([C:1]([CH3:2])([CH3:4])[CH3:3])([CH3:15])[CH3:16]. Given the reactants [C:1]([Si:5]([CH3:16])([CH3:15])[O:6][CH2:7][CH2:8][CH2:9][C:10]1[S:11][CH:12]=[CH:13][CH:14]=1)([CH3:4])([CH3:3])[CH3:2].C([Li])CCC.CN(C)[CH:24]=[O:25].Cl, predict the reaction product. (2) Given the reactants [C:1]([O:5][C:6](=[O:15])[NH:7][CH2:8][CH:9]1[CH2:14][CH2:13][CH2:12][NH:11][CH2:10]1)([CH3:4])([CH3:3])[CH3:2].Br[C:17]1[CH:22]=[CH:21][C:20]([C:23]([F:26])([F:25])[F:24])=[CH:19][CH:18]=1.CC(C)([O-])C.[Na+].C1C=CC(P(C2C=CC3C(=CC=CC=3)C=2C2C3C(=CC=CC=3)C=CC=2P(C2C=CC=CC=2)C2C=CC=CC=2)C2C=CC=CC=2)=CC=1, predict the reaction product. The product is: [C:1]([O:5][C:6](=[O:15])[NH:7][CH2:8][CH:9]1[CH2:14][CH2:13][CH2:12][N:11]([C:17]2[CH:22]=[CH:21][C:20]([C:23]([F:26])([F:25])[F:24])=[CH:19][CH:18]=2)[CH2:10]1)([CH3:4])([CH3:2])[CH3:3]. (3) The product is: [CH3:8][O:9][C:10]([CH:12]1[N:16]([NH:28][CH:1]2[CH2:2][CH2:3][CH2:4][CH2:5][CH2:6]2)[CH:15]2[CH2:17][CH2:18][CH2:19][CH:14]2[CH2:13]1)=[O:11]. Given the reactants [C:1]1(C)[CH:6]=[CH:5][CH:4]=[CH:3][CH:2]=1.[CH3:8][O:9][C:10]([CH:12]1[NH:16][CH:15]2[CH2:17][CH2:18][CH2:19][CH:14]2[CH2:13]1)=[O:11].C1(=O)CCCCC1.C([BH3-])#[N:28].[Na+], predict the reaction product. (4) Given the reactants C([O:8][CH2:9][CH2:10][C@@H:11]([C:17]1[NH:18][C:19]2[C:24]([CH:25]=1)=[CH:23][C:22]([O:26][Si:27]([CH:34]([CH3:36])[CH3:35])([CH:31]([CH3:33])[CH3:32])[CH:28]([CH3:30])[CH3:29])=[CH:21][CH:20]=2)[CH2:12][C:13]([O:15][CH3:16])=[O:14])C1C=CC=CC=1.[H][H], predict the reaction product. The product is: [OH:8][CH2:9][CH2:10][C@@H:11]([C:17]1[NH:18][C:19]2[C:24]([CH:25]=1)=[CH:23][C:22]([O:26][Si:27]([CH:34]([CH3:36])[CH3:35])([CH:28]([CH3:30])[CH3:29])[CH:31]([CH3:33])[CH3:32])=[CH:21][CH:20]=2)[CH2:12][C:13]([O:15][CH3:16])=[O:14]. (5) Given the reactants [CH:1](OCC)=O.[C:6](#[N:8])[CH3:7].[H-].[Na+].[NH:11]([C:13]1[NH:17][C:16]2[CH:18]=[CH:19][CH:20]=[CH:21][C:15]=2[N:14]=1)[NH2:12].[OH-].[Na+], predict the reaction product. The product is: [NH2:8][C:6]1[CH:7]=[CH:1][N:11]([C:13]2[NH:14][C:15]3[CH:21]=[CH:20][CH:19]=[CH:18][C:16]=3[N:17]=2)[N:12]=1. (6) Given the reactants Br[C:2]1[CH:7]=[C:6]([O:8][CH3:9])[CH:5]=[C:4]([O:10][CH3:11])[CH:3]=1.[Mg].Cl[P:14]([C:31]1[CH:36]=[C:35]([C:37]([CH3:40])([CH3:39])[CH3:38])[C:34]([O:41][CH3:42])=[C:33]([C:43]([CH3:46])([CH3:45])[CH3:44])[CH:32]=1)[C:15]1[CH:20]=[C:19]([C:21]([CH3:24])([CH3:23])[CH3:22])[C:18]([O:25][CH3:26])=[C:17]([C:27]([CH3:30])([CH3:29])[CH3:28])[CH:16]=1.[OH:47]O, predict the reaction product. The product is: [C:37]([C:35]1[CH:36]=[C:31]([P:14](=[O:47])([C:15]2[CH:20]=[C:19]([C:21]([CH3:23])([CH3:22])[CH3:24])[C:18]([O:25][CH3:26])=[C:17]([C:27]([CH3:28])([CH3:29])[CH3:30])[CH:16]=2)[C:2]2[CH:7]=[C:6]([O:8][CH3:9])[CH:5]=[C:4]([O:10][CH3:11])[CH:3]=2)[CH:32]=[C:33]([C:43]([CH3:44])([CH3:46])[CH3:45])[C:34]=1[O:41][CH3:42])([CH3:38])([CH3:40])[CH3:39].